From a dataset of CYP2D6 inhibition data for predicting drug metabolism from PubChem BioAssay. Regression/Classification. Given a drug SMILES string, predict its absorption, distribution, metabolism, or excretion properties. Task type varies by dataset: regression for continuous measurements (e.g., permeability, clearance, half-life) or binary classification for categorical outcomes (e.g., BBB penetration, CYP inhibition). Dataset: cyp2d6_veith. (1) The drug is CO[C@@H]1COC(=O)[C@H]2CCCN2C(=O)[C@@H](C)COC(=O)C/C=C\[C@H]1C. The result is 0 (non-inhibitor). (2) The compound is CCN(CC)CCNc1ccc(CO)c2sc3ccccc3c(=O)c12. The result is 1 (inhibitor). (3) The compound is O=C(O)c1ccccc1C(=O)NNc1ccc(F)cc1. The result is 0 (non-inhibitor).